From a dataset of Full USPTO retrosynthesis dataset with 1.9M reactions from patents (1976-2016). Predict the reactants needed to synthesize the given product. (1) Given the product [ClH:22].[CH:1]1([N:4]([CH2:20][CH3:21])[CH2:5][CH2:6][CH2:7][CH2:8][NH2:9])[CH2:3][CH2:2]1, predict the reactants needed to synthesize it. The reactants are: [CH:1]1([N:4]([CH2:20][CH3:21])[CH2:5][CH2:6][CH2:7][CH2:8][NH:9]C(=O)OCC2C=CC=CC=2)[CH2:3][CH2:2]1.[ClH:22]. (2) Given the product [CH2:32]([C:29]1[CH:28]=[C:27]([NH:26][C:23](=[O:24])[CH2:22][C:19]2[CH:20]=[CH:21][C:16]([O:15][C:6]3[C:5]4[C:10](=[CH:11][C:12]([O:13][CH3:14])=[C:3]([O:2][CH3:1])[CH:4]=4)[N:9]=[CH:8][N:7]=3)=[CH:17][CH:18]=2)[O:31][N:30]=1)[CH3:33], predict the reactants needed to synthesize it. The reactants are: [CH3:1][O:2][C:3]1[CH:4]=[C:5]2[C:10](=[CH:11][C:12]=1[O:13][CH3:14])[N:9]=[CH:8][N:7]=[C:6]2[O:15][C:16]1[CH:21]=[CH:20][C:19]([CH2:22][C:23](Cl)=[O:24])=[CH:18][CH:17]=1.[NH2:26][C:27]1[O:31][N:30]=[C:29]([CH2:32][CH3:33])[CH:28]=1. (3) Given the product [C:25]1([CH:31]2[CH2:40][CH2:39][C:38]3[C:33](=[CH:34][CH:35]=[C:36]([O:41][CH:42]4[CH2:47][CH2:46][CH:45]([O:5][C:4](=[O:6])[C:3]5[CH:7]=[CH:8][N:9]=[CH:10][C:2]=5[F:1])[CH2:44][CH2:43]4)[CH:37]=3)[O:32]2)[CH:26]=[CH:27][CH:28]=[CH:29][CH:30]=1, predict the reactants needed to synthesize it. The reactants are: [F:1][C:2]1[CH:10]=[N:9][CH:8]=[CH:7][C:3]=1[C:4]([OH:6])=[O:5].C(N(CC)CC)C.C(Cl)(=O)C(C)(C)C.[C:25]1([CH:31]2[CH2:40][CH2:39][C:38]3[C:33](=[CH:34][CH:35]=[C:36]([O:41][CH:42]4[CH2:47][CH2:46][CH:45](O)[CH2:44][CH2:43]4)[CH:37]=3)[O:32]2)[CH:30]=[CH:29][CH:28]=[CH:27][CH:26]=1. (4) The reactants are: [C:1]([C:5]1[CH:6]=[C:7]([NH:20][C:21]([NH:23][C@@H:24]2[C:33]3[C:28](=[CH:29][CH:30]=[CH:31][CH:32]=3)[C@H:27]([O:34][C:35]3[CH:36]=[CH:37][C:38]4[N:39]([C:41]([N:44]5[CH2:49][CH2:48][CH2:47][CH2:46][C@@H:45]5[CH3:50])=[N:42][N:43]=4)[CH:40]=3)[CH2:26][CH2:25]2)=[O:22])[N:8]([C:10]2[CH:11]=[N:12][CH:13]=[C:14]([O:16][CH2:17][CH2:18][OH:19])[CH:15]=2)[N:9]=1)([CH3:4])([CH3:3])[CH3:2].[CH3:51][S:52](Cl)(=[O:54])=[O:53].CCN(C(C)C)C(C)C. Given the product [C:1]([C:5]1[CH:6]=[C:7]([NH:20][C:21]([NH:23][C@@H:24]2[C:33]3[C:28](=[CH:29][CH:30]=[CH:31][CH:32]=3)[C@H:27]([O:34][C:35]3[CH:36]=[CH:37][C:38]4[N:39]([C:41]([N:44]5[CH2:49][CH2:48][CH2:47][CH2:46][C@@H:45]5[CH3:50])=[N:42][N:43]=4)[CH:40]=3)[CH2:26][CH2:25]2)=[O:22])[N:8]([C:10]2[CH:15]=[C:14]([O:16][CH2:17][CH2:18][O:19][S:52]([CH3:51])(=[O:54])=[O:53])[CH:13]=[N:12][CH:11]=2)[N:9]=1)([CH3:4])([CH3:2])[CH3:3], predict the reactants needed to synthesize it. (5) Given the product [CH3:16][N:8]1[C:7]2[CH:9]=[CH:10][CH:11]=[C:12]([N+:13]([O-:15])=[O:14])[C:6]=2[N:5]=[C:4]1[CH3:3], predict the reactants needed to synthesize it. The reactants are: [H-].[Na+].[CH3:3][C:4]1[NH:8][C:7]2[CH:9]=[CH:10][CH:11]=[C:12]([N+:13]([O-:15])=[O:14])[C:6]=2[N:5]=1.[CH3:16]I. (6) Given the product [CH2:26]([O:25][C:23]1[O:5][C:4](=[O:6])[C:3]2[CH:7]=[C:8]([CH2:11][N:12]([CH:14]=[O:15])[CH3:13])[CH:9]=[CH:10][C:2]=2[N:1]=1)[CH3:27], predict the reactants needed to synthesize it. The reactants are: [NH2:1][C:2]1[CH:10]=[CH:9][C:8]([CH2:11][N:12]([CH:14]=[O:15])[CH3:13])=[CH:7][C:3]=1[C:4]([OH:6])=[O:5].N1C=CC=CC=1.Cl[C:23]([O:25][CH2:26][CH3:27])=O. (7) Given the product [NH2:57][C:53]1([C:50]2[CH:51]=[CH:52][C:47]([C:37]3[C:36](=[O:64])[C:35]4[C:40](=[C:31]([Br:30])[CH:32]=[CH:33][CH:34]=4)[O:39][C:38]=3[C:41]3[CH:42]=[CH:43][CH:44]=[CH:45][CH:46]=3)=[CH:48][CH:49]=2)[CH2:56][O:55][CH2:54]1, predict the reactants needed to synthesize it. The reactants are: NC1(C2C=CC(C3C(=O)C4C(=CC=C(F)C=4)OC=3C3C=CC=CC=3)=CC=2)CCC1.[Br:30][C:31]1[CH:32]=[CH:33][CH:34]=[C:35]2[C:40]=1[O:39][C:38]([C:41]1[CH:46]=[CH:45][CH:44]=[CH:43][CH:42]=1)=[C:37]([C:47]1[CH:52]=[CH:51][C:50]([C:53]3([NH:57]S(C(C)(C)C)=O)[CH2:56][O:55][CH2:54]3)=[CH:49][CH:48]=1)[C:36]2=[O:64].